The task is: Regression. Given a peptide amino acid sequence and an MHC pseudo amino acid sequence, predict their binding affinity value. This is MHC class I binding data.. This data is from Peptide-MHC class I binding affinity with 185,985 pairs from IEDB/IMGT. (1) The peptide sequence is EEVRRRLT. The MHC is Mamu-A11 with pseudo-sequence Mamu-A11. The binding affinity (normalized) is 0. (2) The peptide sequence is DLIVTFRERY. The MHC is HLA-A33:01 with pseudo-sequence HLA-A33:01. The binding affinity (normalized) is 0.341.